Dataset: Peptide-MHC class I binding affinity with 185,985 pairs from IEDB/IMGT. Task: Regression. Given a peptide amino acid sequence and an MHC pseudo amino acid sequence, predict their binding affinity value. This is MHC class I binding data. (1) The peptide sequence is SQSDTVFDY. The binding affinity (normalized) is 0.193. The MHC is HLA-A26:01 with pseudo-sequence HLA-A26:01. (2) The peptide sequence is LLFLVLIML. The binding affinity (normalized) is 0.534. The MHC is HLA-A02:02 with pseudo-sequence HLA-A02:02. (3) The peptide sequence is TLRFKTKAL. The MHC is HLA-A11:01 with pseudo-sequence HLA-A11:01. The binding affinity (normalized) is 0.213. (4) The peptide sequence is VSDGGPNLY. The MHC is Mamu-A02 with pseudo-sequence Mamu-A02. The binding affinity (normalized) is 0.881. (5) The peptide sequence is KLYPNVDFY. The MHC is HLA-B40:01 with pseudo-sequence HLA-B40:01. The binding affinity (normalized) is 0.0847. (6) The peptide sequence is ATIGTAMYK. The MHC is HLA-A02:01 with pseudo-sequence HLA-A02:01. The binding affinity (normalized) is 0.212. (7) The binding affinity (normalized) is 0.411. The peptide sequence is QIGEYTFEK. The MHC is HLA-A68:01 with pseudo-sequence HLA-A68:01. (8) The peptide sequence is NLPSKPVWL. The MHC is HLA-A02:03 with pseudo-sequence HLA-A02:03. The binding affinity (normalized) is 0.337. (9) The peptide sequence is AQNISFKSI. The MHC is HLA-A01:01 with pseudo-sequence HLA-A01:01. The binding affinity (normalized) is 0.